Dataset: Catalyst prediction with 721,799 reactions and 888 catalyst types from USPTO. Task: Predict which catalyst facilitates the given reaction. Reactant: [S-2:1].[Na+].[Na+].[S].[NH2:5][C:6]1[N:11]=[C:10](Cl)[C:9]([CH:13]=O)=[C:8]([C:15]2[CH:20]=[CH:19][C:18]([Cl:21])=[CH:17][C:16]=2[Cl:22])[N:7]=1.Br[CH2:24][N+:25]([O-:27])=[O:26].C[O-].[Na+]. Product: [Cl:22][C:16]1[CH:17]=[C:18]([Cl:21])[CH:19]=[CH:20][C:15]=1[C:8]1[C:9]2[CH:13]=[C:24]([N+:25]([O-:27])=[O:26])[S:1][C:10]=2[N:11]=[C:6]([NH2:5])[N:7]=1. The catalyst class is: 145.